From a dataset of Full USPTO retrosynthesis dataset with 1.9M reactions from patents (1976-2016). Predict the reactants needed to synthesize the given product. (1) Given the product [C:20]([O:19][C:17]([NH:16][C@H:12]([C:13]([O:15][CH:25]1[CH2:29][CH2:28][CH2:27][CH2:26]1)=[O:14])[CH2:11][CH2:10][C:9]([O:8][CH2:1][C:2]1[CH:7]=[CH:6][CH:5]=[CH:4][CH:3]=1)=[O:24])=[O:18])([CH3:21])([CH3:23])[CH3:22], predict the reactants needed to synthesize it. The reactants are: [CH2:1]([O:8][C:9](=[O:24])[CH2:10][CH2:11][C@H:12]([NH:16][C:17]([O:19][C:20]([CH3:23])([CH3:22])[CH3:21])=[O:18])[C:13]([OH:15])=[O:14])[C:2]1[CH:7]=[CH:6][CH:5]=[CH:4][CH:3]=1.[CH:25]1(O)[CH2:29][CH2:28][CH2:27][CH2:26]1.C(Cl)CCl. (2) Given the product [CH3:54][O:53][C:32]1[CH:33]=[C:34]([NH:37][C:38](=[O:52])[CH2:39][C:40]2[CH:45]=[CH:44][C:43]([O:46][CH3:47])=[CH:42][C:41]=2[C:48]([F:50])([F:51])[F:49])[CH:35]=[CH:36][C:31]=1[C:30]([N:29]([CH2:56][C:57]([OH:59])=[O:58])[CH2:28][C:27]1[CH:64]=[CH:65][C:24]([O:15][C:14]([C:11]2[CH:12]=[CH:13][C:8]([C:5]3[CH:6]=[CH:7][C:2]([CH3:1])=[CH:3][CH:4]=3)=[CH:9][CH:10]=2)=[O:16])=[CH:25][CH:26]=1)=[O:55], predict the reactants needed to synthesize it. The reactants are: [CH3:1][C:2]1[CH:7]=[CH:6][C:5]([C:8]2[CH:13]=[CH:12][C:11]([C:14]([OH:16])=[O:15])=[CH:10][CH:9]=2)=[CH:4][CH:3]=1.C(Cl)(=O)C(Cl)=O.O[C:24]1[CH:65]=[CH:64][C:27]([CH2:28][N:29]([CH2:56][C:57]([O:59]C(C)(C)C)=[O:58])[C:30](=[O:55])[C:31]2[CH:36]=[CH:35][C:34]([NH:37][C:38](=[O:52])[CH2:39][C:40]3[CH:45]=[CH:44][C:43]([O:46][CH3:47])=[CH:42][C:41]=3[C:48]([F:51])([F:50])[F:49])=[CH:33][C:32]=2[O:53][CH3:54])=[CH:26][CH:25]=1.C(O)(C(F)(F)F)=O. (3) Given the product [N:3]1[N:2]([C:6]2[N:11]=[C:10]([NH:12][C:13]([C:15]3[C:19]4[N:20]=[C:21]([NH:24][C@@H:25]5[CH2:30][CH2:29][O:28][CH2:27][C@@H:26]5[NH2:31])[N:22]=[CH:23][C:18]=4[S:17][CH:16]=3)=[O:14])[CH:9]=[CH:8][CH:7]=2)[N:1]=[CH:5][CH:4]=1, predict the reactants needed to synthesize it. The reactants are: [N:1]1[N:2]([C:6]2[N:11]=[C:10]([NH:12][C:13]([C:15]3[C:19]4[N:20]=[C:21]([NH:24][C@@H:25]5[CH2:30][CH2:29][O:28][CH2:27][C@@H:26]5[NH:31]C(=O)OC(C)(C)C)[N:22]=[CH:23][C:18]=4[S:17][CH:16]=3)=[O:14])[CH:9]=[CH:8][CH:7]=2)[N:3]=[CH:4][CH:5]=1. (4) Given the product [CH3:33][S:34]([OH:37])(=[O:36])=[O:35].[S:1]1[C:5]2[CH:6]=[CH:7][CH:8]=[CH:9][C:4]=2[C:3]([N:10]2[CH2:15][CH2:14][N:13]([CH2:16][CH2:17][C:18]3[CH:19]=[C:20]4[C:24](=[CH:25][CH:26]=3)[C:23]([CH3:28])([CH3:27])[CH:22]([NH:29][CH3:30])[C:21]4([CH3:32])[CH3:31])[CH2:12][CH2:11]2)=[N:2]1, predict the reactants needed to synthesize it. The reactants are: [S:1]1[C:5]2[CH:6]=[CH:7][CH:8]=[CH:9][C:4]=2[C:3]([N:10]2[CH2:15][CH2:14][N:13]([CH2:16][CH2:17][C:18]3[CH:19]=[C:20]4[C:24](=[CH:25][CH:26]=3)[C:23]([CH3:28])([CH3:27])[CH:22]([NH:29][CH3:30])[C:21]4([CH3:32])[CH3:31])[CH2:12][CH2:11]2)=[N:2]1.[CH3:33][S:34]([OH:37])(=[O:36])=[O:35]. (5) The reactants are: Cl.[CH3:2][O:3][C:4]1[CH:9]=[CH:8][C:7]([O:10][CH3:11])=[CH:6][C:5]=1[C:12]1[S:20][C:19]2[C:18](=[O:21])[N:17]([CH:22]3[CH2:27][CH2:26][NH:25][CH2:24][CH2:23]3)[C:16](=[O:28])[N:15]([CH2:29][C:30]3[N:31]=[N:32][N:33]([CH2:35][CH3:36])[N:34]=3)[C:14]=2[CH:13]=1.[CH2:37]([O:39][C:40]1[C:49]([O:50][CH3:51])=[CH:48][C:47]2[C:46]([C:52]3[CH:60]=[CH:59][C:55]([C:56](O)=[O:57])=[CH:54][CH:53]=3)=[N:45][C@@H:44]3[CH2:61][CH2:62][S:63][CH2:64][C@@H:43]3[C:42]=2[CH:41]=1)[CH3:38].CN(C(ON1N=NC2C=CC=CC1=2)=[N+](C)C)C.F[P-](F)(F)(F)(F)F.CCN(C(C)C)C(C)C. Given the product [CH3:2][O:3][C:4]1[CH:9]=[CH:8][C:7]([O:10][CH3:11])=[CH:6][C:5]=1[C:12]1[S:20][C:19]2[C:18](=[O:21])[N:17]([CH:22]3[CH2:27][CH2:26][N:25]([C:56]([C:55]4[CH:59]=[CH:60][C:52]([C:46]5[C:47]6[CH:48]=[C:49]([O:50][CH3:51])[C:40]([O:39][CH2:37][CH3:38])=[CH:41][C:42]=6[C@H:43]6[CH2:64][S:63][CH2:62][CH2:61][C@H:44]6[N:45]=5)=[CH:53][CH:54]=4)=[O:57])[CH2:24][CH2:23]3)[C:16](=[O:28])[N:15]([CH2:29][C:30]3[N:31]=[N:32][N:33]([CH2:35][CH3:36])[N:34]=3)[C:14]=2[CH:13]=1, predict the reactants needed to synthesize it.